This data is from NCI-60 drug combinations with 297,098 pairs across 59 cell lines. The task is: Regression. Given two drug SMILES strings and cell line genomic features, predict the synergy score measuring deviation from expected non-interaction effect. (1) Drug 1: C1CC(=O)NC(=O)C1N2CC3=C(C2=O)C=CC=C3N. Drug 2: C1=NC2=C(N1)C(=S)N=C(N2)N. Cell line: PC-3. Synergy scores: CSS=46.5, Synergy_ZIP=0.447, Synergy_Bliss=1.47, Synergy_Loewe=-26.6, Synergy_HSA=4.31. (2) Drug 1: CC1C(C(CC(O1)OC2CC(OC(C2O)C)OC3=CC4=CC5=C(C(=O)C(C(C5)C(C(=O)C(C(C)O)O)OC)OC6CC(C(C(O6)C)O)OC7CC(C(C(O7)C)O)OC8CC(C(C(O8)C)O)(C)O)C(=C4C(=C3C)O)O)O)O. Drug 2: C1C(C(OC1N2C=NC(=NC2=O)N)CO)O. Cell line: SR. Synergy scores: CSS=50.0, Synergy_ZIP=-2.01, Synergy_Bliss=-2.46, Synergy_Loewe=-1.95, Synergy_HSA=-1.46. (3) Drug 1: C1=NC2=C(N=C(N=C2N1C3C(C(C(O3)CO)O)F)Cl)N. Drug 2: CC12CCC3C(C1CCC2O)C(CC4=C3C=CC(=C4)O)CCCCCCCCCS(=O)CCCC(C(F)(F)F)(F)F. Cell line: K-562. Synergy scores: CSS=9.94, Synergy_ZIP=1.46, Synergy_Bliss=-3.10, Synergy_Loewe=4.99, Synergy_HSA=0.0678. (4) Drug 2: CC12CCC3C(C1CCC2OP(=O)(O)O)CCC4=C3C=CC(=C4)OC(=O)N(CCCl)CCCl.[Na+]. Drug 1: CCC1(CC2CC(C3=C(CCN(C2)C1)C4=CC=CC=C4N3)(C5=C(C=C6C(=C5)C78CCN9C7C(C=CC9)(C(C(C8N6C=O)(C(=O)OC)O)OC(=O)C)CC)OC)C(=O)OC)O.OS(=O)(=O)O. Cell line: OVCAR3. Synergy scores: CSS=-3.16, Synergy_ZIP=-0.124, Synergy_Bliss=-1.83, Synergy_Loewe=-6.67, Synergy_HSA=-6.15. (5) Drug 1: CC1=C(C=C(C=C1)NC2=NC=CC(=N2)N(C)C3=CC4=NN(C(=C4C=C3)C)C)S(=O)(=O)N.Cl. Drug 2: CC1C(C(CC(O1)OC2CC(CC3=C2C(=C4C(=C3O)C(=O)C5=CC=CC=C5C4=O)O)(C(=O)C)O)N)O. Cell line: OVCAR-8. Synergy scores: CSS=51.8, Synergy_ZIP=-1.38, Synergy_Bliss=-3.25, Synergy_Loewe=-0.372, Synergy_HSA=1.59.